Regression. Given a peptide amino acid sequence and an MHC pseudo amino acid sequence, predict their binding affinity value. This is MHC class I binding data. From a dataset of Peptide-MHC class I binding affinity with 185,985 pairs from IEDB/IMGT. (1) The peptide sequence is EEREIPERSW. The MHC is HLA-B44:03 with pseudo-sequence HLA-B44:03. The binding affinity (normalized) is 0.493. (2) The peptide sequence is QLKDKADFCI. The MHC is HLA-A02:02 with pseudo-sequence HLA-A02:02. The binding affinity (normalized) is 0.866. (3) The peptide sequence is QMYRKFSRCT. The MHC is HLA-A02:03 with pseudo-sequence HLA-A02:03. The binding affinity (normalized) is 0.286.